This data is from Catalyst prediction with 721,799 reactions and 888 catalyst types from USPTO. The task is: Predict which catalyst facilitates the given reaction. (1) Reactant: Br[C:2]1[C:10]2[O:9][N:8]=[C:7]([NH:11][C:12]3[CH:17]=[CH:16][CH:15]=[C:14]([N+:18]([O-])=O)[CH:13]=3)[C:6]=2[CH:5]=[CH:4][CH:3]=1.[H][H]. The catalyst class is: 541. Product: [O:9]1[C:10]2[CH:2]=[CH:3][CH:4]=[CH:5][C:6]=2[C:7]([NH:11][C:12]2[CH:17]=[CH:16][CH:15]=[C:14]([NH2:18])[CH:13]=2)=[N:8]1. (2) Reactant: C1(CN2CCC(C[CH2:15][C:16]3[C:20]4[CH:21]=[C:22]5[NH:27][C:26](=[O:28])[CH2:25][C:23]5=[CH:24][C:19]=4[O:18][N:17]=3)CC2)C=CC=CC=1.N1C=CC=CC=1. Product: [CH3:15][C:16]1[C:20]2[CH:21]=[C:22]3[NH:27][C:26](=[O:28])[CH2:25][C:23]3=[CH:24][C:19]=2[O:18][N:17]=1. The catalyst class is: 3. (3) Reactant: Br[CH2:2][C:3]([NH:5][C:6]1[N:7]=[C:8]([N:26]([CH3:28])[CH3:27])[N:9]([C:20]2[CH:25]=[CH:24][CH:23]=[CH:22][CH:21]=2)[C:10]=1[C:11]([O:13][C:14]([CH3:19])([CH3:18])[CH2:15][O:16][CH3:17])=[O:12])=[O:4].[NH:29]1[C:37]2[C:32](=[CH:33][CH:34]=[CH:35][CH:36]=2)[CH2:31][C:30]1=[O:38].C([O-])([O-])=O.[K+].[K+]. Product: [CH3:27][N:26]([CH3:28])[C:8]1[N:9]([C:20]2[CH:25]=[CH:24][CH:23]=[CH:22][CH:21]=2)[C:10]([C:11]([O:13][C:14]([CH3:19])([CH3:18])[CH2:15][O:16][CH3:17])=[O:12])=[C:6]([NH:5][C:3](=[O:4])[CH2:2][N:29]2[C:37]3[C:32](=[CH:33][CH:34]=[CH:35][CH:36]=3)[CH2:31][C:30]2=[O:38])[N:7]=1. The catalyst class is: 3. (4) Reactant: [ClH:1].[CH2:2]([N:4]([C:16]([C:18]1[CH:23]=[CH:22][N:21]=[CH:20][CH:19]=1)=[O:17])[C:5]1[C:6]([O:14][CH3:15])=[C:7]([CH:11]=[CH:12][CH:13]=1)[C:8](O)=[O:9])[CH3:3].C(Cl)(=O)C([Cl:27])=O. Product: [ClH:27].[CH2:2]([N:4]([C:16]([C:18]1[CH:23]=[CH:22][N:21]=[CH:20][CH:19]=1)=[O:17])[C:5]1[C:6]([O:14][CH3:15])=[C:7]([CH:11]=[CH:12][CH:13]=1)[C:8]([Cl:1])=[O:9])[CH3:3]. The catalyst class is: 825. (5) Reactant: [CH3:1][N:2]1[C:6]([C:7]2[CH:8]=[C:9]([C:13]([OH:15])=O)[S:10][C:11]=2[CH3:12])=[C:5]([CH3:16])[CH:4]=[N:3]1.[NH2:17][C@@H:18]([CH2:31][C:32]1[CH:37]=[CH:36][CH:35]=[C:34]([C:38]([F:41])([F:40])[F:39])[CH:33]=1)[CH2:19][N:20]1[C:28](=[O:29])[C:27]2[C:22](=[CH:23][CH:24]=[CH:25][CH:26]=2)[C:21]1=[O:30].CC(OC(N[C@H](C(O)=O)CC1C=CC=CC=1C(F)(F)F)=O)(C)C.C1CN([P+](Br)(N2CCCC2)N2CCCC2)CC1.F[P-](F)(F)(F)(F)F.CCN(C(C)C)C(C)C. Product: [CH3:1][N:2]1[C:6]([C:7]2[CH:8]=[C:9]([C:13]([NH:17][C@@H:18]([CH2:31][C:32]3[CH:37]=[CH:36][CH:35]=[C:34]([C:38]([F:41])([F:39])[F:40])[CH:33]=3)[CH2:19][N:20]3[C:21](=[O:30])[C:22]4[C:27](=[CH:26][CH:25]=[CH:24][CH:23]=4)[C:28]3=[O:29])=[O:15])[S:10][C:11]=2[CH3:12])=[C:5]([CH3:16])[CH:4]=[N:3]1. The catalyst class is: 22. (6) Reactant: [CH:1]([C:3]1[CH2:9][C:8]2[CH:10]=[C:11]3[O:16][CH2:15][O:14][C:12]3=[CH:13][C:7]=2[C:6]([C:17]2[CH:22]=[CH:21][C:20]([N+:23]([O-:25])=[O:24])=[CH:19][CH:18]=2)=[N:5][N:4]=1)=[O:2].O.B([O-])=O.[Na+]. Product: [OH:2][CH2:1][C:3]1[CH2:9][C:8]2[CH:10]=[C:11]3[O:16][CH2:15][O:14][C:12]3=[CH:13][C:7]=2[C:6]([C:17]2[CH:22]=[CH:21][C:20]([N+:23]([O-:25])=[O:24])=[CH:19][CH:18]=2)=[N:5][N:4]=1. The catalyst class is: 1. (7) Reactant: [Cl:1][C:2]1[CH:9]=[C:8](F)[CH:7]=[CH:6][C:3]=1[C:4]#[N:5].[NH2:11][C@@H:12]([C:16]([OH:18])=[O:17])[C@H:13]([CH3:15])[OH:14].C([O-])([O-])=O.[K+].[K+].C(O)(=O)CC(CC(O)=O)(C(O)=O)O. Product: [Cl:1][C:2]1[CH:9]=[C:8]([NH:11][C@H:12]([C@@H:13]([OH:14])[CH3:15])[C:16]([OH:18])=[O:17])[CH:7]=[CH:6][C:3]=1[C:4]#[N:5]. The catalyst class is: 16.